From a dataset of Forward reaction prediction with 1.9M reactions from USPTO patents (1976-2016). Predict the product of the given reaction. (1) Given the reactants [NH2:1][C:2]1[C:7]([CH3:8])=[CH:6][N:5]=[C:4](Cl)[N:3]=1.[NH:10]1[CH2:14][CH2:13][CH2:12][CH2:11]1, predict the reaction product. The product is: [CH3:8][C:7]1[C:2]([NH2:1])=[N:3][C:4]([N:10]2[CH2:14][CH2:13][CH2:12][CH2:11]2)=[N:5][CH:6]=1. (2) Given the reactants [Br:1][C:2]1[CH:7]=[CH:6][C:5]([OH:8])=[CH:4][C:3]=1[O:9][CH3:10].[C:11]12(O)[CH2:20][CH:15]3[CH2:16][CH:17]([CH2:19][CH:13]([CH2:14]3)[CH2:12]1)[CH2:18]2.CS(O)(=O)=O, predict the reaction product. The product is: [C:11]12([C:7]3[CH:6]=[C:5]([OH:8])[CH:4]=[C:3]([O:9][CH3:10])[C:2]=3[Br:1])[CH2:20][CH:15]3[CH2:16][CH:17]([CH2:19][CH:13]([CH2:14]3)[CH2:12]1)[CH2:18]2.[C:11]12([C:6]3[CH:7]=[C:2]([Br:1])[C:3]([O:9][CH3:10])=[CH:4][C:5]=3[OH:8])[CH2:20][CH:15]3[CH2:16][CH:17]([CH2:19][CH:13]([CH2:14]3)[CH2:12]1)[CH2:18]2. (3) Given the reactants [CH:1]1([O:4][C:5]2[CH:6]=[C:7]([C:15]3[N:32](COCC[Si](C)(C)C)[C:18]4[CH:19]=[N:20][N:21]([CH2:24][O:25][CH2:26][CH2:27][Si:28]([CH3:31])([CH3:30])[CH3:29])[C:22](=[O:23])[C:17]=4[C:16]=3[CH:41]3[CH2:43][CH2:42]3)[CH:8]=[CH:9][C:10]=2[O:11][CH:12]([F:14])[F:13])[CH2:3][CH2:2]1.C1(OC2C=C(C3N(COCC[Si](C)(C)C)C4C=NN(COCC[Si](C)(C)C)C(=O)C=4C=3C)C=CC=2OC(F)F)CC1, predict the reaction product. The product is: [CH:1]1([O:4][C:5]2[CH:6]=[C:7]([C:15]3[NH:32][C:18]4[CH:19]=[N:20][N:21]([CH2:24][O:25][CH2:26][CH2:27][Si:28]([CH3:29])([CH3:30])[CH3:31])[C:22](=[O:23])[C:17]=4[C:16]=3[CH:41]3[CH2:43][CH2:42]3)[CH:8]=[CH:9][C:10]=2[O:11][CH:12]([F:14])[F:13])[CH2:2][CH2:3]1. (4) Given the reactants FC(F)(F)C(O)=O.[CH3:8][O:9][C:10](=[O:30])[CH2:11][C:12]1[C:21]([CH3:22])=[C:20]([CH:23]2[CH2:28][CH2:27][NH:26][CH2:25][CH2:24]2)[C:19]2[C:14](=[CH:15][CH:16]=[C:17]([F:29])[CH:18]=2)[CH:13]=1.C(N(CC)C(C)C)(C)C.[Cl:40][C:41]1[CH:42]=[C:43]([CH2:47][S:48](Cl)(=[O:50])=[O:49])[CH:44]=[CH:45][CH:46]=1, predict the reaction product. The product is: [CH3:8][O:9][C:10](=[O:30])[CH2:11][C:12]1[C:21]([CH3:22])=[C:20]([CH:23]2[CH2:24][CH2:25][N:26]([S:48]([CH2:47][C:43]3[CH:44]=[CH:45][CH:46]=[C:41]([Cl:40])[CH:42]=3)(=[O:49])=[O:50])[CH2:27][CH2:28]2)[C:19]2[C:14](=[CH:15][CH:16]=[C:17]([F:29])[CH:18]=2)[CH:13]=1. (5) The product is: [CH2:1]([O:8][C:9]1[CH:14]=[CH:13][C:12](/[CH:15]=[C:16](\[SH:20])/[C:17]([OH:25])=[O:22])=[CH:11][C:10]=1[O:23][CH3:24])[C:2]1[CH:7]=[CH:6][CH:5]=[CH:4][CH:3]=1. Given the reactants [CH2:1]([O:8][C:9]1[CH:14]=[CH:13][C:12](/[CH:15]=[C:16]2/[C:17](=[O:22])NC(=S)[S:20]/2)=[CH:11][C:10]=1[O:23][CH3:24])[C:2]1[CH:7]=[CH:6][CH:5]=[CH:4][CH:3]=1.[OH-:25].[Na+], predict the reaction product. (6) Given the reactants [Cl:1][C:2]1[CH:9]=[CH:8][CH:7]=[CH:6][C:3]=1[CH:4]=[O:5].[CH3:10][O:11][C:12]1[CH:13]=[C:14]([CH:16]=[CH:17][C:18]=1[Cl:19])[NH2:15], predict the reaction product. The product is: [NH2:15][C:14]1[CH:13]=[C:12]([O:11][CH3:10])[C:18]([Cl:19])=[CH:17][C:16]=1[C:4]([C:3]1[CH:6]=[CH:7][CH:8]=[CH:9][C:2]=1[Cl:1])=[O:5]. (7) The product is: [OH:1][C@@H:2]1[CH2:7][CH2:6][N:5]([C:8]([O:10][CH2:11][C:12]2[CH:13]=[CH:14][CH:15]=[CH:16][CH:17]=2)=[O:9])[CH2:4][C@H:3]1[NH:18][C:19]([C:21]1[S:22][CH:23]=[CH:24][N:25]=1)=[O:20]. Given the reactants [O:1]=[C:2]1[CH2:7][CH2:6][N:5]([C:8]([O:10][CH2:11][C:12]2[CH:17]=[CH:16][CH:15]=[CH:14][CH:13]=2)=[O:9])[CH2:4][CH:3]1[NH:18][C:19]([C:21]1[S:22][CH:23]=[CH:24][N:25]=1)=[O:20].[BH4-].[Na+].O, predict the reaction product. (8) Given the reactants [NH2:1]/[C:2](/OCC)=[CH:3]\[C:4](=O)[C:5]([F:8])([F:7])[F:6].Cl.[F:14][C:15]1[CH:20]=[CH:19][C:18]([NH:21][NH2:22])=[CH:17][CH:16]=1.C(N(CC)CC)C, predict the reaction product. The product is: [F:14][C:15]1[CH:20]=[CH:19][C:18]([N:21]2[C:2]([NH2:1])=[CH:3][C:4]([C:5]([F:6])([F:7])[F:8])=[N:22]2)=[CH:17][CH:16]=1. (9) Given the reactants [S-2].[Na+].[Na+].Cl.N[C:6](N)=[S:7].[NH2+]=[C:10](N)[SH:11].N.SC[CH:16]([CH2:21][S:22][CH2:23][CH:24](CS)[S:25][CH2:26][CH2:27][SH:28])[S:17][CH2:18][CH2:19][SH:20].SCC(CSC(CS)CSCCS)SCCS.SCC(SC(CS)CSCCS)CSCCS, predict the reaction product. The product is: [SH:11][CH2:10][C:27]([CH2:6][SH:7])([SH:28])[CH2:26][S:25][CH2:24][CH2:23][S:22][CH2:21][CH2:16][S:17][CH2:18][CH2:19][SH:20].